From a dataset of Forward reaction prediction with 1.9M reactions from USPTO patents (1976-2016). Predict the product of the given reaction. (1) Given the reactants [Br:1][C:2]1[CH:7]=[CH:6][C:5]([C:8]([CH3:15])([CH3:14])[C:9]([O:11]CC)=[O:10])=[CH:4][CH:3]=1.[OH-].[K+], predict the reaction product. The product is: [Br:1][C:2]1[CH:3]=[CH:4][C:5]([C:8]([CH3:15])([CH3:14])[C:9]([OH:11])=[O:10])=[CH:6][CH:7]=1. (2) Given the reactants [Br:1][C:2]1[CH:7]=[CH:6][C:5]([C@@H:8]([N:10]([CH2:18][CH2:19][CH2:20][C:21](=O)[C:22]2[CH:27]=[CH:26][CH:25]=[CH:24][CH:23]=2)[C:11](=[O:17])[O:12][C:13]([CH3:16])([CH3:15])[CH3:14])[CH3:9])=[CH:4][CH:3]=1.[C:29]([S@:33]([NH2:35])=[O:34])([CH3:32])([CH3:31])[CH3:30], predict the reaction product. The product is: [Br:1][C:2]1[CH:7]=[CH:6][C:5]([C@@H:8]([N:10]([CH2:18][CH2:19][CH2:20]/[C:21](=[N:35]\[S@@:33]([C:29]([CH3:32])([CH3:31])[CH3:30])=[O:34])/[C:22]2[CH:27]=[CH:26][CH:25]=[CH:24][CH:23]=2)[C:11](=[O:17])[O:12][C:13]([CH3:16])([CH3:15])[CH3:14])[CH3:9])=[CH:4][CH:3]=1. (3) Given the reactants [OH:1][C:2]1[C:15]2[C:6](=[CH:7][C:8]3[C:13]([CH:14]=2)=[CH:12][CH:11]=[CH:10][CH:9]=3)[C:5]([OH:16])=[CH:4][CH:3]=1.[OH-].[K+], predict the reaction product. The product is: [C:2]1(=[O:1])[C:15]2[C:6](=[CH:7][C:8]3[C:13]([CH:14]=2)=[CH:12][CH:11]=[CH:10][CH:9]=3)[C:5](=[O:16])[CH:4]=[CH:3]1. (4) Given the reactants C[O:2][C:3](/[CH:5]=[CH:6]/[C:7]1[CH:8]=[C:9]2[C:13](=[CH:14][CH:15]=1)[NH:12][N:11]=[C:10]2/[CH:16]=[CH:17]/[C:18]1[CH:19]=[N:20][CH:21]=[CH:22][CH:23]=1)=O.[H-].C([Al+]CC(C)C)C(C)C.O.C(C(C(C([O-])=O)O)O)([O-])=O.[K+].[Na+], predict the reaction product. The product is: [OH:2][CH2:3][CH:5]=[CH:6][C:7]1[CH:8]=[C:9]2[C:13](=[CH:14][CH:15]=1)[NH:12][N:11]=[C:10]2/[CH:16]=[CH:17]/[C:18]1[CH:19]=[N:20][CH:21]=[CH:22][CH:23]=1. (5) Given the reactants [CH3:1][C:2]1[CH:3]=[C:4]([CH:7]=[CH:8][C:9]=1[O:10][C:11]1[CH:16]=[CH:15][N:14]=[C:13]([CH3:17])[CH:12]=1)[C:5]#[N:6], predict the reaction product. The product is: [CH3:1][C:2]1[CH:3]=[C:4]([CH:7]=[CH:8][C:9]=1[O:10][C:11]1[CH:16]=[CH:15][N:14]=[C:13]([CH3:17])[CH:12]=1)[CH2:5][NH2:6].